From a dataset of Catalyst prediction with 721,799 reactions and 888 catalyst types from USPTO. Predict which catalyst facilitates the given reaction. Reactant: [OH:1][CH2:2][CH:3]1[CH2:7][CH2:6][N:5]([C:8]([O:10][C:11]([CH3:14])([CH3:13])[CH3:12])=[O:9])[CH2:4]1.[C:15]1(O)[C:24]2[C:19](=[CH:20][CH:21]=[CH:22][CH:23]=2)[CH:18]=[CH:17][CH:16]=1.C(P(CCCC)CCCC)CCC.C1CCN(C(N=NC(N2CCCCC2)=O)=O)CC1. Product: [C:23]1([O:1][CH2:2][CH:3]2[CH2:7][CH2:6][N:5]([C:8]([O:10][C:11]([CH3:14])([CH3:13])[CH3:12])=[O:9])[CH2:4]2)[C:24]2[C:19](=[CH:18][CH:17]=[CH:16][CH:15]=2)[CH:20]=[CH:21][CH:22]=1. The catalyst class is: 359.